Dataset: Catalyst prediction with 721,799 reactions and 888 catalyst types from USPTO. Task: Predict which catalyst facilitates the given reaction. (1) Reactant: C([N:8]1[CH2:14][CH2:13][C:12]2[C:15](Cl)=[N:16][C:17]([N:19]3[CH2:24][CH2:23][N:22]([CH:25]4[CH2:28][CH2:27][CH2:26]4)[CH2:21][CH2:20]3)=[N:18][C:11]=2[CH2:10][CH2:9]1)C1C=CC=CC=1. Product: [CH:25]1([N:22]2[CH2:21][CH2:20][N:19]([C:17]3[N:16]=[CH:15][C:12]4[CH2:13][CH2:14][NH:8][CH2:9][CH2:10][C:11]=4[N:18]=3)[CH2:24][CH2:23]2)[CH2:28][CH2:27][CH2:26]1. The catalyst class is: 320. (2) Reactant: [C:1]([NH:4][C:5]1[CH:10]=[CH:9][CH:8]=[CH:7][C:6]=1OS(C1C=CC(C)=CC=1)(=O)=O)(=[O:3])[CH3:2].[C:22]([C:24]1[CH2:29][CH2:28][CH2:27][CH2:26][CH:25]=1)#[CH:23]. Product: [C:24]1([C:22]#[C:23][C:6]2[CH:7]=[CH:8][CH:9]=[CH:10][C:5]=2[NH:4][C:1](=[O:3])[CH3:2])[CH2:29][CH2:28][CH2:27][CH2:26][CH:25]=1. The catalyst class is: 243.